Dataset: Reaction yield outcomes from USPTO patents with 853,638 reactions. Task: Predict the reaction yield, written as a fraction of the theoretical maximum amount of product (1.0 means a 100% yield; for example, 0.34 means a 34% yield). (1) The reactants are [F:1][C:2]1[CH:3]=[C:4]([CH:14]([NH:16][C:17]([C:19]2[N:20]=[C:21](Cl)[O:22][CH:23]=2)=[O:18])[CH3:15])[CH:5]=[C:6]([F:13])[C:7]=1[NH:8][S:9]([CH3:12])(=[O:11])=[O:10].[CH2:25]=[C:26]1[CH2:35][CH2:34][CH2:33][C:32]2[C:31]([OH:36])=[CH:30][CH:29]=[CH:28][C:27]1=2. No catalyst specified. The product is [F:1][C:2]1[CH:3]=[C:4]([CH:14]([NH:16][C:17]([C:19]2[N:20]=[C:21]([O:36][C:31]3[C:32]4[CH2:33][CH2:34][CH2:35][C:26](=[CH2:25])[C:27]=4[CH:28]=[CH:29][CH:30]=3)[O:22][CH:23]=2)=[O:18])[CH3:15])[CH:5]=[C:6]([F:13])[C:7]=1[NH:8][S:9]([CH3:12])(=[O:11])=[O:10]. The yield is 0.850. (2) The reactants are [C:1]([O:5][C:6]([NH:8][C@H:9]([C:22]([O:24][C:25]([CH3:28])([CH3:27])[CH3:26])=[O:23])[CH2:10][C@H:11]([CH2:19][C:20]#[CH:21])[C:12]([O:14][C:15]([CH3:18])([CH3:17])[CH3:16])=[O:13])=[O:7])([CH3:4])([CH3:3])[CH3:2].[CH3:29][S:30]([O:33][CH2:34][CH2:35][N:36]=[N+:37]=[N-:38])(=[O:32])=[O:31].C(N(CC)C(C)C)(C)C. The catalyst is O1CCCC1.[Cu]I. The product is [C:1]([O:5][C:6]([NH:8][C@H:9]([C:22]([O:24][C:25]([CH3:28])([CH3:27])[CH3:26])=[O:23])[CH2:10][C@H:11]([CH2:19][C:20]1[N:38]=[N:37][N:36]([CH2:35][CH2:34][O:33][S:30]([CH3:29])(=[O:32])=[O:31])[CH:21]=1)[C:12]([O:14][C:15]([CH3:16])([CH3:17])[CH3:18])=[O:13])=[O:7])([CH3:4])([CH3:2])[CH3:3]. The yield is 0.470. (3) The reactants are [O:1]([C:8]1[CH:30]=[CH:29][C:11]([O:12][C:13]2[CH:18]=[CH:17][N:16]=[C:15]3[CH:19]=[C:20]([C:22]4[CH:23]=[C:24]([CH:26]=[CH:27][CH:28]=4)[NH2:25])[O:21][C:14]=23)=[CH:10][CH:9]=1)[C:2]1[CH:7]=[CH:6][CH:5]=[CH:4][CH:3]=1.C(N(CC)CC)C.[C:38](Cl)(=[O:41])[CH:39]=[CH2:40]. The catalyst is CN1CCCC1=O.C(Cl)Cl. The product is [O:1]([C:8]1[CH:30]=[CH:29][C:11]([O:12][C:13]2[CH:18]=[CH:17][N:16]=[C:15]3[CH:19]=[C:20]([C:22]4[CH:23]=[C:24]([NH:25][C:38](=[O:41])[CH:39]=[CH2:40])[CH:26]=[CH:27][CH:28]=4)[O:21][C:14]=23)=[CH:10][CH:9]=1)[C:2]1[CH:3]=[CH:4][CH:5]=[CH:6][CH:7]=1. The yield is 0.150. (4) The reactants are OC[Si](C(C)C)(C(C)C)C(C)C.[CH:13]1([Si:16]([C:23]([OH:26])(C)[CH3:24])([CH:20]([CH3:22])[CH3:21])[CH:17]([CH3:19])[CH3:18])[CH2:15][CH2:14]1.Cl[Si](Cl)(C(C)C)C(C)C.C(OC=C[Li])C.C([Li])CCC.C1([Li])CC1.C1([Si](C(OCC)=C)(C(C)C)C(C)C)CC1. The catalyst is CC(C)=O. The product is [C:23]([Si:16]([CH:13]1[CH2:15][CH2:14]1)([CH:20]([CH3:21])[CH3:22])[CH:17]([CH3:18])[CH3:19])(=[O:26])[CH3:24]. The yield is 0.390. (5) The reactants are FC(F)(F)C(O)=O.[Cl:8][C:9]1[CH:10]=[C:11]([CH:15]2[C:19]([C:22]3[CH:27]=[CH:26][C:25]([Cl:28])=[CH:24][CH:23]=3)([C:20]#[N:21])[CH:18]([CH:29]3[CH2:34][CH2:33][CH2:32][CH2:31][CH2:30]3)[NH:17][CH:16]2[C:35](O)=[O:36])[CH:12]=[CH:13][CH:14]=1.CC1(C)[O:43][C@@H:42]([CH2:44][CH2:45][NH2:46])[CH2:41][O:40]1.CN(C(ON1N=NC2C=CC=NC1=2)=[N+](C)C)C.F[P-](F)(F)(F)(F)F.CCN(C(C)C)C(C)C.Cl. The catalyst is C(Cl)Cl.O1CCCC1. The product is [OH:43][C@H:42]([CH2:41][OH:40])[CH2:44][CH2:45][NH:46][C:35]([CH:16]1[CH:15]([C:11]2[CH:12]=[CH:13][CH:14]=[C:9]([Cl:8])[CH:10]=2)[C:19]([C:22]2[CH:27]=[CH:26][C:25]([Cl:28])=[CH:24][CH:23]=2)([C:20]#[N:21])[CH:18]([CH:29]2[CH2:34][CH2:33][CH2:32][CH2:31][CH2:30]2)[NH:17]1)=[O:36]. The yield is 0.620.